The task is: Predict the reactants needed to synthesize the given product.. This data is from Full USPTO retrosynthesis dataset with 1.9M reactions from patents (1976-2016). The reactants are: I[C:2]1[CH:7]=[CH:6][CH:5]=[CH:4][CH:3]=1.[CH2:8]([O:10][C:11](=[O:20])[CH:12]=[CH:13][CH2:14][C:15]([O:17][CH2:18][CH3:19])=[O:16])[CH3:9].CC([O-])=O.[Na+]. Given the product [C:2]1(/[C:13](/[CH2:12][C:11]([O:10][CH2:8][CH3:9])=[O:20])=[CH:14]\[C:15]([O:17][CH2:18][CH3:19])=[O:16])[CH:7]=[CH:6][CH:5]=[CH:4][CH:3]=1, predict the reactants needed to synthesize it.